Dataset: Full USPTO retrosynthesis dataset with 1.9M reactions from patents (1976-2016). Task: Predict the reactants needed to synthesize the given product. Given the product [CH2:1]([N:8]1[CH2:13][CH2:12][N:11]2[C:14]3[N:20]=[CH:19][C:18]([Br:21])=[CH:17][C:15]=3[CH2:16][CH:10]2[CH2:9]1)[C:2]1[CH:3]=[CH:4][CH:5]=[CH:6][CH:7]=1, predict the reactants needed to synthesize it. The reactants are: [CH2:1]([N:8]1[CH2:13][CH2:12][N:11]2[C:14]3[N:20]=[CH:19][CH:18]=[CH:17][C:15]=3[CH2:16][CH:10]2[CH2:9]1)[C:2]1[CH:7]=[CH:6][CH:5]=[CH:4][CH:3]=1.[Br:21]N1C(=O)CCC1=O.